From a dataset of Full USPTO retrosynthesis dataset with 1.9M reactions from patents (1976-2016). Predict the reactants needed to synthesize the given product. (1) Given the product [Br:15][C:16]1[CH:21]=[CH:20][C:19]([O:22][CH2:23][CH2:24][CH2:25][CH2:26][CH2:27][CH2:28][N:9]2[CH2:10][CH2:11][N:7]([C:4]3[S:5][CH:6]=[C:2]([CH3:1])[N:3]=3)[C:8]2=[O:12])=[CH:18][CH:17]=1, predict the reactants needed to synthesize it. The reactants are: [CH3:1][C:2]1[N:3]=[C:4]([N:7]2[CH2:11][CH2:10][NH:9][C:8]2=[O:12])[S:5][CH:6]=1.[H-].[Na+].[Br:15][C:16]1[CH:21]=[CH:20][C:19]([O:22][CH2:23][CH2:24][CH2:25][CH2:26][CH2:27][CH2:28]Br)=[CH:18][CH:17]=1. (2) Given the product [C:1]1([C:7]2[C:11]([C:12]3[CH:13]=[CH:14][CH:15]=[CH:16][CH:17]=3)=[CH:10][O:9][C:8]=2[C:18]([OH:20])=[O:19])[CH:2]=[CH:3][CH:4]=[CH:5][CH:6]=1, predict the reactants needed to synthesize it. The reactants are: [C:1]1([C:7]2[C:11]([C:12]3[CH:17]=[CH:16][CH:15]=[CH:14][CH:13]=3)=[CH:10][O:9][C:8]=2[C:18]([O:20]C)=[O:19])[CH:6]=[CH:5][CH:4]=[CH:3][CH:2]=1.[OH-].[Na+].C(O)C. (3) Given the product [NH2:20][C:21]1[S:22][C:23]([C:29]2[CH:30]=[C:31]([CH3:35])[CH:32]=[CH:33][CH:34]=2)=[C:24]([C:26]([N:2]2[C@H:3]([CH2:7][NH:8][C:9]([C:11]3[N:18]4[C:14]([S:15][CH:16]=[CH:17]4)=[N:13][C:12]=3[CH3:19])=[O:10])[CH2:4][C@H:5]3[C@@H:1]2[CH2:6]3)=[O:27])[N:25]=1, predict the reactants needed to synthesize it. The reactants are: [C@H:1]12[CH2:6][C@H:5]1[CH2:4][C@@H:3]([CH2:7][NH:8][C:9]([C:11]1[N:18]3[C:14]([S:15][CH:16]=[CH:17]3)=[N:13][C:12]=1[CH3:19])=[O:10])[NH:2]2.[NH2:20][C:21]1[S:22][C:23]([C:29]2[CH:30]=[C:31]([CH3:35])[CH:32]=[CH:33][CH:34]=2)=[C:24]([C:26](O)=[O:27])[N:25]=1. (4) The reactants are: [CH3:1][O:2][C:3]1[CH:8]=[CH:7][C:6]([NH:9][C:10]([C:12]2[CH:17]=[CH:16][C:15]([C:18]3[CH:23]=[CH:22][CH:21]=[CH:20][CH:19]=3)=[CH:14][CH:13]=2)=[O:11])=[CH:5][C:4]=1[NH:24][C:25](=[O:35])[CH2:26][N:27]1[CH2:33][CH:32]2[O:34][CH:29](CC2)[CH2:28]1.ClCC(NC1C=C(NC(C2C=CC(C3C=CC=CC=3)=CC=2)=O)C=CC=1OC)=O.COCCNC.C(N(CC)CC)C. Given the product [CH3:1][O:2][C:3]1[CH:8]=[CH:7][C:6]([NH:9][C:10]([C:12]2[CH:17]=[CH:16][C:15]([C:18]3[CH:23]=[CH:22][CH:21]=[CH:20][CH:19]=3)=[CH:14][CH:13]=2)=[O:11])=[CH:5][C:4]=1[NH:24][C:25](=[O:35])[CH2:26][N:27]([CH2:28][CH2:29][O:34][CH3:32])[CH3:33], predict the reactants needed to synthesize it. (5) Given the product [CH:1]1([C:7]2[C:8]3[CH:9]=[CH:10][C:11]([C:27]([O:29][CH3:30])=[O:28])=[CH:12][C:13]=3[N:14]3[CH2:21][CH2:20][N:19]([C:43](=[O:44])[CH2:42][N:41]([CH3:46])[CH3:40])[CH2:18][C:17]4[CH:22]=[C:23]([F:26])[CH:24]=[CH:25][C:16]=4[C:15]=23)[CH2:2][CH2:3][CH2:4][CH2:5][CH2:6]1, predict the reactants needed to synthesize it. The reactants are: [CH:1]1([C:7]2[C:8]3[CH:9]=[CH:10][C:11]([C:27]([O:29][CH3:30])=[O:28])=[CH:12][C:13]=3[N:14]3[CH2:21][CH2:20][NH:19][CH2:18][C:17]4[CH:22]=[C:23]([F:26])[CH:24]=[CH:25][C:16]=4[C:15]=23)[CH2:6][CH2:5][CH2:4][CH2:3][CH2:2]1.CCN(C(C)C)C(C)C.[CH3:40][N:41]([CH3:46])[CH2:42][C:43](O)=[O:44].CN(C(ON1N=NC2C=CC=NC1=2)=[N+](C)C)C.F[P-](F)(F)(F)(F)F. (6) Given the product [Br:23][C:24]1[CH:25]=[N:26][C:27]2[N:28]([N:30]=[C:31]([C:33]([N:44]3[CH2:45][CH2:46][C:40]4[CH:39]=[CH:38][CH:37]=[N:36][C:41]=4[CH2:42][CH2:43]3)=[O:35])[CH:32]=2)[CH:29]=1, predict the reactants needed to synthesize it. The reactants are: CN(C(ON1N=NC2C=CC=CC1=2)=[N+](C)C)C.[B-](F)(F)(F)F.[Br:23][C:24]1[CH:25]=[N:26][C:27]2[N:28]([N:30]=[C:31]([C:33]([OH:35])=O)[CH:32]=2)[CH:29]=1.[N:36]1[C:41]2[CH2:42][CH2:43][NH:44][CH2:45][CH2:46][C:40]=2[CH:39]=[CH:38][CH:37]=1. (7) The reactants are: [CH2:1]([O:3][C:4](=[O:15])[CH2:5][C:6](=[O:14])[CH:7]([O:11][CH2:12][CH3:13])[O:8][CH2:9][CH3:10])[CH3:2].CO[CH:18](OC)[N:19]([CH3:21])[CH3:20]. Given the product [CH2:1]([O:3][C:4](=[O:15])/[C:5](=[CH:18]\[N:19]([CH3:21])[CH3:20])/[C:6](=[O:14])[CH:7]([O:8][CH2:9][CH3:10])[O:11][CH2:12][CH3:13])[CH3:2], predict the reactants needed to synthesize it. (8) Given the product [C:1]([O:5][C:6](=[O:29])[CH2:7][O:8][CH2:9][C:10]1[CH:15]=[C:14]([Br:16])[C:13](/[CH:17]=[CH:18]/[C:19]2[CH:24]=[CH:23][CH:22]=[C:21]([NH2:25])[CH:20]=2)=[C:12]([Br:28])[CH:11]=1)([CH3:4])([CH3:2])[CH3:3], predict the reactants needed to synthesize it. The reactants are: [C:1]([O:5][C:6](=[O:29])[CH2:7][O:8][CH2:9][C:10]1[CH:15]=[C:14]([Br:16])[C:13](/[CH:17]=[CH:18]/[C:19]2[CH:24]=[CH:23][CH:22]=[C:21]([N+:25]([O-])=O)[CH:20]=2)=[C:12]([Br:28])[CH:11]=1)([CH3:4])([CH3:3])[CH3:2].Cl[Sn]Cl.C(OCC)(=O)C.C(=O)([O-])[O-].[Na+].[Na+].